From a dataset of Forward reaction prediction with 1.9M reactions from USPTO patents (1976-2016). Predict the product of the given reaction. (1) Given the reactants Br[C:2]1[CH:7]=[CH:6][C:5]([Cl:8])=[C:4]([C:9]([F:12])([F:11])[F:10])[CH:3]=1.[NH2:13][C:14]1[C:19]([CH3:20])=[CH:18][N:17]=[C:16]([Cl:21])[N:15]=1.C(=O)([O-])[O-].[Cs+].[Cs+], predict the reaction product. The product is: [Cl:21][C:16]1[N:15]=[C:14]([NH:13][C:2]2[CH:7]=[CH:6][C:5]([Cl:8])=[C:4]([C:9]([F:12])([F:11])[F:10])[CH:3]=2)[C:19]([CH3:20])=[CH:18][N:17]=1. (2) Given the reactants [Cl:1][C:2]1[CH:7]=[CH:6][CH:5]=[C:4]([F:8])[C:3]=1[C:9]1[NH:10][C:11](=[O:22])[N:12]([C:14]2[CH:19]=[CH:18][C:17]([C:20]#[CH:21])=[CH:16][CH:15]=2)[N:13]=1.[Cl:23][C:24]1[CH:29]=[CH:28][C:27]([Cl:30])=[CH:26][C:25]=1I.CCCC[N+](CCCC)(CCCC)CCCC.[F-], predict the reaction product. The product is: [Cl:1][C:2]1[CH:7]=[CH:6][CH:5]=[C:4]([F:8])[C:3]=1[C:9]1[NH:10][C:11](=[O:22])[N:12]([C:14]2[CH:19]=[CH:18][C:17]([C:20]#[C:21][C:28]3[CH:29]=[C:24]([Cl:23])[CH:25]=[CH:26][C:27]=3[Cl:30])=[CH:16][CH:15]=2)[N:13]=1.